From a dataset of Forward reaction prediction with 1.9M reactions from USPTO patents (1976-2016). Predict the product of the given reaction. (1) Given the reactants Br[C:2]1[S:3][C:4]([NH:16][C:17]([C:19]2[CH:20]=[N:21][N:22]3[CH:27]=[CH:26][CH:25]=[N:24][C:23]=23)=[O:18])=[C:5]([C:7]2[CH:12]=[C:11]([Cl:13])[CH:10]=[CH:9][C:8]=2[O:14][CH3:15])[N:6]=1.C([O-])=O.[Na+].CN(C=O)C, predict the reaction product. The product is: [Cl:13][C:11]1[CH:10]=[CH:9][C:8]([O:14][CH3:15])=[C:7]([C:5]2[N:6]=[CH:2][S:3][C:4]=2[NH:16][C:17]([C:19]2[CH:20]=[N:21][N:22]3[CH:27]=[CH:26][CH:25]=[N:24][C:23]=23)=[O:18])[CH:12]=1. (2) Given the reactants O[CH2:2][CH:3]([CH2:5]O)O.[Cl:7][C:8]1[CH:9]=[CH:10][C:11]([N+:15]([O-:17])=[O:16])=[C:12]([CH:14]=1)[NH2:13], predict the reaction product. The product is: [Cl:7][C:8]1[CH:9]=[CH:10][C:11]([N+:15]([O-:17])=[O:16])=[C:12]2[C:14]=1[CH:2]=[CH:3][CH:5]=[N:13]2. (3) Given the reactants [C:1]([O:5][C:6]([N:8]1[CH2:20][CH2:19][C:18]2[C:17]3[C:12](=[CH:13][CH:14]=[C:15](Br)[CH:16]=3)[N:11]([CH3:22])[C:10]=2[CH2:9]1)=[O:7])([CH3:4])([CH3:3])[CH3:2].[CH2:23]([O:30][C:31]1[CH:36]=[CH:35][NH:34][C:33](=[O:37])[CH:32]=1)[C:24]1[CH:29]=[CH:28][CH:27]=[CH:26][CH:25]=1.OC1C=CC=C2C=1N=CC=C2.C([O-])([O-])=O.[K+].[K+].[NH4+].[OH-], predict the reaction product. The product is: [CH2:23]([O:30][C:31]1[CH:36]=[CH:35][N:34]([C:15]2[CH:16]=[C:17]3[C:12](=[CH:13][CH:14]=2)[N:11]([CH3:22])[C:10]2[CH2:9][N:8]([C:6]([O:5][C:1]([CH3:4])([CH3:3])[CH3:2])=[O:7])[CH2:20][CH2:19][C:18]3=2)[C:33](=[O:37])[CH:32]=1)[C:24]1[CH:25]=[CH:26][CH:27]=[CH:28][CH:29]=1. (4) Given the reactants [Cl:1][C:2]1[CH:7]=[CH:6][C:5]([C:8]2(C(O)=O)[CH2:10][CH2:9]2)=[CH:4][CH:3]=1.C([N:16]([CH2:19]C)CC)C.C1(P(N=[N+]=[N-])(C2C=CC=CC=2)=[O:28])C=CC=CC=1.[C:38]([OH:42])([CH3:41])([CH3:40])[CH3:39], predict the reaction product. The product is: [Cl:1][C:2]1[CH:3]=[CH:4][C:5]([C:8]2([NH:16][C:19](=[O:28])[O:42][C:38]([CH3:41])([CH3:40])[CH3:39])[CH2:9][CH2:10]2)=[CH:6][CH:7]=1. (5) Given the reactants [N:1]1[CH:6]=[CH:5][C:4]([C:7]2[CH:8]=[CH:9][C:10]([NH2:13])=[N:11][CH:12]=2)=[CH:3][N:2]=1.[CH3:14][C:15]1[CH:16]=[C:17]([CH2:27][C:28](O)=[O:29])[CH:18]=[CH:19][C:20]=1[C:21]1[CH:26]=[CH:25][N:24]=[N:23][CH:22]=1.CN(C(ON1N=NC2C=CC=NC1=2)=[N+](C)C)C.F[P-](F)(F)(F)(F)F.CCN(C(C)C)C(C)C.C([O-])([O-])=O.[Na+].[Na+], predict the reaction product. The product is: [CH3:14][C:15]1[CH:16]=[C:17]([CH2:27][C:28]([NH:13][C:10]2[CH:9]=[CH:8][C:7]([C:4]3[CH:5]=[CH:6][N:1]=[N:2][CH:3]=3)=[CH:12][N:11]=2)=[O:29])[CH:18]=[CH:19][C:20]=1[C:21]1[CH:26]=[CH:25][N:24]=[N:23][CH:22]=1. (6) The product is: [CH3:62][O:61][C:60]([NH:59][C@@H:55]([CH:56]([CH3:58])[CH3:57])[C:54]([N:49]1[C@H:48]([C:46]2[NH:47][C:43]([C:9]3[CH:10]=[C:11]4[C:16](=[CH:17][CH:18]=3)[CH:15]=[C:14]([C:19]3[CH:20]=[CH:21][C:22]5[N:26]=[C:25]([C@@H:27]6[CH2:32][C@@H:31]7[C@@H:29]([CH2:30]7)[N:28]6[C:33]([O:35][C:36]([CH3:38])([CH3:37])[CH3:39])=[O:34])[NH:24][C:23]=5[CH:40]=3)[CH:13]=[CH:12]4)=[CH:44][N:45]=2)[CH2:53][C@@H:52]2[C@H:50]1[CH2:51]2)=[O:64])=[O:63]. Given the reactants CC1(C)C(C)(C)OB([C:9]2[CH:10]=[C:11]3[C:16](=[CH:17][CH:18]=2)[CH:15]=[C:14]([C:19]2[CH:20]=[CH:21][C:22]4[N:26]=[C:25]([C@@H:27]5[CH2:32][C@@H:31]6[C@@H:29]([CH2:30]6)[N:28]5[C:33]([O:35][C:36]([CH3:39])([CH3:38])[CH3:37])=[O:34])[NH:24][C:23]=4[CH:40]=2)[CH:13]=[CH:12]3)O1.I[C:43]1[NH:47][C:46]([C@@H:48]2[CH2:53][C@@H:52]3[C@@H:50]([CH2:51]3)[N:49]2[C:54](=[O:64])[C@@H:55]([NH:59][C:60](=[O:63])[O:61][CH3:62])[CH:56]([CH3:58])[CH3:57])=[N:45][CH:44]=1.C1(P(C2CCCCC2)C2C=CC=CC=2C2C(OC)=CC=CC=2OC)CCCCC1.C(=O)([O-])[O-].[Cs+].[Cs+], predict the reaction product. (7) Given the reactants Cl.[O:2]1[CH2:7][CH2:6][CH:5]([N:8]2[CH2:12][CH2:11][C@@:10]3([CH2:17][CH2:16][CH2:15][NH:14][CH2:13]3)[C:9]2=[O:18])[CH2:4][CH2:3]1.[Cl:19][C:20]1[CH:21]=[CH:22][C:23](F)=[N:24][CH:25]=1.C(=O)([O-])[O-].[K+].[K+].CN(C)C=O, predict the reaction product. The product is: [Cl:19][C:20]1[CH:21]=[CH:22][C:23]([N:14]2[CH2:15][CH2:16][CH2:17][C@:10]3([C:9](=[O:18])[N:8]([CH:5]4[CH2:6][CH2:7][O:2][CH2:3][CH2:4]4)[CH2:12][CH2:11]3)[CH2:13]2)=[N:24][CH:25]=1.